From a dataset of Forward reaction prediction with 1.9M reactions from USPTO patents (1976-2016). Predict the product of the given reaction. (1) Given the reactants [CH3:1][C:2]1([CH3:14])[C:6]([CH3:8])([CH3:7])[O:5][B:4]([C:9]2[CH:10]=[N:11][NH:12][CH:13]=2)[O:3]1.Br[CH2:16][C:17]([O:19][C:20]([CH3:23])([CH3:22])[CH3:21])=[O:18].C(=O)([O-])[O-].[Cs+].[Cs+], predict the reaction product. The product is: [C:20]([O:19][C:17](=[O:18])[CH2:16][N:12]1[CH:13]=[C:9]([B:4]2[O:5][C:6]([CH3:7])([CH3:8])[C:2]([CH3:14])([CH3:1])[O:3]2)[CH:10]=[N:11]1)([CH3:23])([CH3:22])[CH3:21]. (2) Given the reactants N1[C:10]2[C:5](=[C:6]([S:11]([N:14]3[CH2:21][C:20]4[CH:22]=[CH:23][CH:24]=[CH:25][C:19]=4[CH2:18][O:17][CH2:16][C@H:15]3[CH2:26][OH:27])(=[O:13])=[O:12])[CH:7]=[CH:8][CH:9]=2)[CH:4]=CC=1.[H-].[Na+].[CH3:30]I.C[N:33]([CH:35]=O)[CH3:34], predict the reaction product. The product is: [CH3:30][O:27][CH2:26][C@H:15]1[N:14]([S:11]([C:6]2[CH:7]=[CH:8][CH:9]=[C:10]3[C:34]=2[N:33]=[CH:35][CH:4]=[CH:5]3)(=[O:13])=[O:12])[CH2:21][C:20]2[CH:22]=[CH:23][CH:24]=[CH:25][C:19]=2[CH2:18][O:17][CH2:16]1. (3) Given the reactants Cl.Cl[Sn]Cl.O.[F:6][C:7]1[CH:12]=[C:11]([I:13])[CH:10]=[CH:9][C:8]=1[NH:14][C:15]1[C:16]([N+:26]([O-])=O)=[C:17]2[O:25][CH2:24][CH2:23][N:18]2[C:19](=[O:22])[C:20]=1[CH3:21].C(=O)(O)[O-], predict the reaction product. The product is: [NH2:26][C:16]1[C:15]([NH:14][C:8]2[CH:9]=[CH:10][C:11]([I:13])=[CH:12][C:7]=2[F:6])=[C:20]([CH3:21])[C:19](=[O:22])[N:18]2[CH2:23][CH2:24][O:25][C:17]=12. (4) Given the reactants [Br:1][C:2]1[CH:10]=[C:9]2[C:5]([CH:6]=[C:7]([CH2:12][CH2:13][NH2:14])[N:8]2[CH3:11])=[CH:4][CH:3]=1.[C:15](O)([C:17](F)(F)F)=O.[CH3:22][C:23]([O:26][C:27](O[C:27]([O:26][C:23]([CH3:25])([CH3:24])[CH3:22])=[O:28])=[O:28])([CH3:25])[CH3:24].[CH3:37]CN(CC)CC, predict the reaction product. The product is: [Br:1][C:2]1[CH:3]=[CH:4][C:5]2[C:6]3[C:15]([CH3:17])([CH3:37])[N:14]([C:27]([O:26][C:23]([CH3:25])([CH3:24])[CH3:22])=[O:28])[CH2:13][CH2:12][C:7]=3[N:8]([CH3:11])[C:9]=2[CH:10]=1.